This data is from Reaction yield outcomes from USPTO patents with 853,638 reactions. The task is: Predict the reaction yield, written as a fraction of the theoretical maximum amount of product (1.0 means a 100% yield; for example, 0.34 means a 34% yield). (1) The reactants are C([O:8][C:9]1[C:13]([O:14][CH2:15][C:16]2[CH:21]=[CH:20][CH:19]=[CH:18][CH:17]=2)=[C:12]([C:22](OCC)=[O:23])[N:11]([C:27]2[CH:32]=[CH:31][C:30]([O:33][CH3:34])=[CH:29][CH:28]=2)[C:10]=1[C:35]([O:37]CC)=O)C1C=CC=CC=1.[CH3:40][N:41]1[CH2:46][CH2:45][NH:44][CH2:43][CH2:42]1.[CH:47]([Mg]Cl)([CH3:49])[CH3:48]. The catalyst is C1COCC1. The product is [CH2:48]([O:8][C:9]1[C:13]([O:14][CH2:15][C:16]2[CH:21]=[CH:20][CH:19]=[CH:18][CH:17]=2)=[C:12]([C:22]([N:44]2[CH2:45][CH2:46][N:41]([CH3:40])[CH2:42][CH2:43]2)=[O:23])[N:11]([C:27]2[CH:32]=[CH:31][C:30]([O:33][CH3:34])=[CH:29][CH:28]=2)[C:10]=1[C:35]([N:44]1[CH2:45][CH2:46][N:41]([CH3:40])[CH2:42][CH2:43]1)=[O:37])[C:47]1[CH:49]=[CH:35][CH:10]=[CH:9][CH:13]=1. The yield is 0.690. (2) The product is [ClH:26].[OH:1][C:2]1[CH:3]=[C:4]([C:8]2[N:9]=[C:10]3[C:15](=[N:16][C:17]=2[C:18]2[CH:23]=[CH:22][CH:21]=[C:20]([OH:24])[CH:19]=2)[N:14]=[CH:13][N:12]=[C:11]3[NH2:25])[CH:5]=[CH:6][CH:7]=1. The reactants are [OH:1][C:2]1[CH:3]=[C:4]([C:8]2[N:9]=[C:10]3[C:15](=[N:16][C:17]=2[C:18]2[CH:23]=[CH:22][CH:21]=[C:20]([OH:24])[CH:19]=2)[N:14]=[CH:13][N:12]=[C:11]3[NH2:25])[CH:5]=[CH:6][CH:7]=1.[ClH:26].C(OCC)C. The catalyst is CO. The yield is 0.947. (3) The reactants are [S:1]1[CH:5]=[CH:4][N:3]=[C:2]1[N:6]1[CH2:11][CH2:10][NH:9][CH2:8][CH2:7]1.C(N(CC)CC)C.[C:19](O[C:19]([O:21][C:22]([CH3:25])([CH3:24])[CH3:23])=[O:20])([O:21][C:22]([CH3:25])([CH3:24])[CH3:23])=[O:20].O. The catalyst is CN(C1C=CN=CC=1)C.C(#N)C. The product is [C:22]([O:21][C:19]([N:9]1[CH2:8][CH2:7][N:6]([C:2]2[S:1][CH:5]=[CH:4][N:3]=2)[CH2:11][CH2:10]1)=[O:20])([CH3:25])([CH3:24])[CH3:23]. The yield is 0.900. (4) The reactants are [NH:1]1[CH2:5][CH2:4][C@@H:3]2[CH2:6][N:7]([C:9]3[CH:10]=[C:11]([CH2:16][OH:17])[C:12]([Br:15])=[N:13][CH:14]=3)[CH2:8][C@H:2]12.[C:18]([OH:25])(=[O:24])/[CH:19]=[CH:20]/[C:21]([OH:23])=[O:22]. The catalyst is CO.C(OCC)C. The product is [C:18]([OH:25])(=[O:24])/[CH:19]=[CH:20]/[C:21]([OH:23])=[O:22].[NH:1]1[CH2:5][CH2:4][C@@H:3]2[CH2:6][N:7]([C:9]3[CH:10]=[C:11]([CH2:16][OH:17])[C:12]([Br:15])=[N:13][CH:14]=3)[CH2:8][C@H:2]12. The yield is 0.700. (5) The reactants are [CH2:1]([O:3][C:4]([C:6]1[N:7]=[C:8](I)[O:9][C:10]=1[C:11]1[CH:16]=[CH:15][C:14]([N:17]2[CH2:22][CH2:21][N:20]([C:23]([O:25][C:26]([CH3:29])([CH3:28])[CH3:27])=[O:24])[CH2:19][CH2:18]2)=[CH:13][CH:12]=1)=[O:5])[CH3:2].[NH2:31][C:32]1[C:33]([CH3:38])=[CH:34][CH:35]=[CH:36][CH:37]=1.C1(P(C2CCCCC2)C2C=CC=CC=2C2C(CCC)=CC(CCC)=CC=2CCC)CCCCC1.C(=O)([O-])[O-].[K+].[K+]. The catalyst is CN(C=O)C.C1C=CC(/C=C/C(/C=C/C2C=CC=CC=2)=O)=CC=1.C1C=CC(/C=C/C(/C=C/C2C=CC=CC=2)=O)=CC=1.C1C=CC(/C=C/C(/C=C/C2C=CC=CC=2)=O)=CC=1.[Pd].[Pd]. The product is [C:33]1([CH3:38])[C:32]([NH:31][C:8]2[O:9][C:10]([C:11]3[CH:16]=[CH:15][C:14]([N:17]4[CH2:22][CH2:21][N:20]([C:23]([O:25][C:26]([CH3:29])([CH3:28])[CH3:27])=[O:24])[CH2:19][CH2:18]4)=[CH:13][CH:12]=3)=[C:6]([C:4]([O:3][CH2:1][CH3:2])=[O:5])[N:7]=2)=[CH:37][CH:36]=[CH:35][CH:34]=1. The yield is 0.520. (6) The reactants are [C:1]1([CH3:11])[CH:6]=[CH:5][C:4]([S:7](Cl)(=[O:9])=[O:8])=[CH:3][CH:2]=1.[Cl:12][CH2:13][CH2:14][OH:15]. The catalyst is N1C=CC=CC=1. The product is [CH3:11][C:1]1[CH:6]=[CH:5][C:4]([S:7]([O:15][CH2:14][CH2:13][Cl:12])(=[O:9])=[O:8])=[CH:3][CH:2]=1. The yield is 0.880.